This data is from Peptide-MHC class II binding affinity with 134,281 pairs from IEDB. The task is: Regression. Given a peptide amino acid sequence and an MHC pseudo amino acid sequence, predict their binding affinity value. This is MHC class II binding data. (1) The peptide sequence is ADLIAYLKQATKK. The MHC is H-2-IEk with pseudo-sequence H-2-IEk. The binding affinity (normalized) is 0.539. (2) The peptide sequence is MGAVLIWVGINTRNM. The MHC is DRB1_0405 with pseudo-sequence DRB1_0405. The binding affinity (normalized) is 0.125. (3) The peptide sequence is VSSKRNLADAVSKAP. The MHC is DRB5_0101 with pseudo-sequence DRB5_0101. The binding affinity (normalized) is 0.405. (4) The peptide sequence is RGLLRRARGGPHHRR. The MHC is DRB1_0101 with pseudo-sequence DRB1_0101. The binding affinity (normalized) is 0.339. (5) The peptide sequence is KGLHHLQIILSGKMA. The MHC is DRB1_0901 with pseudo-sequence DRB1_0901. The binding affinity (normalized) is 0.799. (6) The peptide sequence is PKSVSGTFVAEFKSR. The MHC is DRB1_0101 with pseudo-sequence DRB1_0101. The binding affinity (normalized) is 0.411.